From a dataset of Forward reaction prediction with 1.9M reactions from USPTO patents (1976-2016). Predict the product of the given reaction. Given the reactants [NH2:1][C:2]1[N:7]=[C:6]([C:8]2[O:9][CH:10]=[CH:11][CH:12]=2)[C:5]([C:13]#[N:14])=[C:4](S(C)(=O)=O)[N:3]=1.[C:19]1([N:25]2[CH2:30][CH2:29][NH:28][CH2:27][CH2:26]2)[CH:24]=[CH:23][CH:22]=[CH:21][CH:20]=1, predict the reaction product. The product is: [NH2:1][C:2]1[N:7]=[C:6]([C:8]2[O:9][CH:10]=[CH:11][CH:12]=2)[C:5]([C:13]#[N:14])=[C:4]([N:28]2[CH2:29][CH2:30][N:25]([C:19]3[CH:24]=[CH:23][CH:22]=[CH:21][CH:20]=3)[CH2:26][CH2:27]2)[N:3]=1.